This data is from Peptide-MHC class II binding affinity with 134,281 pairs from IEDB. The task is: Regression. Given a peptide amino acid sequence and an MHC pseudo amino acid sequence, predict their binding affinity value. This is MHC class II binding data. (1) The peptide sequence is SDVGEFRAVTELG. The MHC is HLA-DPA10201-DPB11401 with pseudo-sequence HLA-DPA10201-DPB11401. The binding affinity (normalized) is 0. (2) The peptide sequence is FLIMRNLTNLLSARK. The MHC is DRB1_0301 with pseudo-sequence DRB1_0301. The binding affinity (normalized) is 0.650.